This data is from Full USPTO retrosynthesis dataset with 1.9M reactions from patents (1976-2016). The task is: Predict the reactants needed to synthesize the given product. (1) Given the product [F:22][C:20]([F:21])([F:23])[S:17]([O:16][C:11]1[CH:12]=[C:13]2[C:8](=[CH:9][CH:10]=1)[CH:7]=[C:6]([CH2:4][OH:3])[CH:15]=[CH:14]2)(=[O:18])=[O:19], predict the reactants needed to synthesize it. The reactants are: C([O:3][C:4]([C:6]1[CH:15]=[CH:14][C:13]2[C:8](=[CH:9][CH:10]=[C:11]([O:16][S:17]([C:20]([F:23])([F:22])[F:21])(=[O:19])=[O:18])[CH:12]=2)[CH:7]=1)=O)C.CC(C[AlH]CC(C)C)C. (2) Given the product [CH2:1]([O:8][C:9]1[CH:14]=[CH:13][C:12]([CH:15]([OH:18])[CH2:16][N:33]2[CH2:34][CH2:35][C:30]([C:27]3[CH:28]=[N:29][C:24]([O:23][CH3:22])=[CH:25][CH:26]=3)([OH:36])[CH2:31][CH2:32]2)=[C:11]([F:19])[CH:10]=1)[C:2]1[CH:7]=[CH:6][CH:5]=[CH:4][CH:3]=1, predict the reactants needed to synthesize it. The reactants are: [CH2:1]([O:8][C:9]1[CH:14]=[CH:13][C:12]([C:15](=[O:18])[CH2:16]Br)=[C:11]([F:19])[CH:10]=1)[C:2]1[CH:7]=[CH:6][CH:5]=[CH:4][CH:3]=1.Cl.Cl.[CH3:22][O:23][C:24]1[N:29]=[CH:28][C:27]([C:30]2([OH:36])[CH2:35][CH2:34][NH:33][CH2:32][CH2:31]2)=[CH:26][CH:25]=1. (3) Given the product [CH2:40]([O:39][C:38]([N:30]([C:28]1[CH:27]=[CH:26][C:3]([CH2:4][N:5]2[C:9]3=[N:10][C:11]([C:14](=[O:24])[NH:15][S:16]([CH2:19][CH2:20][CH2:21][CH2:22][CH3:23])(=[O:17])=[O:18])=[CH:12][CH:13]=[C:8]3[N:7]=[C:6]2[CH3:25])=[C:2]([Cl:1])[CH:29]=1)[CH3:31])=[O:42])[CH3:41], predict the reactants needed to synthesize it. The reactants are: [Cl:1][C:2]1[CH:29]=[C:28]([NH:30][CH3:31])[CH:27]=[CH:26][C:3]=1[CH2:4][N:5]1[C:9]2=[N:10][C:11]([C:14](=[O:24])[NH:15][S:16]([CH2:19][CH2:20][CH2:21][CH2:22][CH3:23])(=[O:18])=[O:17])=[CH:12][CH:13]=[C:8]2[N:7]=[C:6]1[CH3:25].N1C=CC=CC=1.[C:38](Cl)(=[O:42])[O:39][CH2:40][CH3:41]. (4) Given the product [CH3:19][O:20][C:21](=[O:36])[CH2:22][CH2:23][CH2:24][CH2:25][CH2:26][CH2:27][N:28]1[C:32](=[O:33])[CH2:31][CH2:30][C@@H:29]1/[CH:34]=[CH:9]/[C:10]([C:12]1[CH:17]=[CH:16][CH:15]=[C:14]([Br:18])[CH:13]=1)=[O:11], predict the reactants needed to synthesize it. The reactants are: [H-].[Na+].COP([CH2:9][C:10]([C:12]1[CH:17]=[CH:16][CH:15]=[C:14]([Br:18])[CH:13]=1)=[O:11])(=O)OC.[CH3:19][O:20][C:21](=[O:36])[CH2:22][CH2:23][CH2:24][CH2:25][CH2:26][CH2:27][N:28]1[C:32](=[O:33])[CH2:31][CH2:30][C@@H:29]1[CH:34]=O. (5) Given the product [Br:1][C:2]1[CH:3]=[CH:4][C:5]([C:8](=[O:15])[C:9](=[N:16][OH:17])[C:10]([O:12][CH2:13][CH3:14])=[O:11])=[CH:6][CH:7]=1, predict the reactants needed to synthesize it. The reactants are: [Br:1][C:2]1[CH:7]=[CH:6][C:5]([C:8](=[O:15])[CH2:9][C:10]([O:12][CH2:13][CH3:14])=[O:11])=[CH:4][CH:3]=1.[N:16]([O-])=[O:17].[Na+]. (6) Given the product [OH:6][C@H:5]([CH2:4][OH:3])[CH2:7][O:8][NH:9][C:10]([C:12]1[CH:20]=[CH:19][C:15]2[CH:16]=[N:17][S:18][C:14]=2[C:13]=1[NH:21][C:22]1[CH:27]=[CH:26][C:25]([S:28][CH3:29])=[CH:24][C:23]=1[F:30])=[O:11], predict the reactants needed to synthesize it. The reactants are: CC1(C)[O:6][C@@H:5]([CH2:7][O:8][NH:9][C:10]([C:12]2[CH:20]=[CH:19][C:15]3[CH:16]=[N:17][S:18][C:14]=3[C:13]=2[NH:21][C:22]2[CH:27]=[CH:26][C:25]([S:28][CH3:29])=[CH:24][C:23]=2[F:30])=[O:11])[CH2:4][O:3]1.Cl. (7) Given the product [CH3:27][N:28]1[CH2:33][CH2:32][N:31]([C:21](=[O:20])[CH2:22][CH:10]([C:7]2[CH:8]=[CH:9][C:4]([N+:1]([O-:3])=[O:2])=[CH:5][CH:6]=2)[C:11](=[O:12])[N:13]2[CH2:14][CH2:15][CH2:16][CH2:17][CH2:18]2)[CH2:30][CH2:29]1, predict the reactants needed to synthesize it. The reactants are: [N+:1]([C:4]1[CH:9]=[CH:8][C:7]([CH2:10][C:11]([N:13]2[CH2:18][CH2:17][CH2:16][CH2:15][CH2:14]2)=[O:12])=[CH:6][CH:5]=1)([O-:3])=[O:2].C[O:20][C:21](=O)[CH2:22]Br.[OH-].[Na+].[CH3:27][N:28]1[CH2:33][CH2:32][NH:31][CH2:30][CH2:29]1. (8) Given the product [CH:29]([N:1]([CH3:32])[C@@H:2]1[CH2:7][CH2:6][C@H:5]([N:8]2[CH2:12][CH2:11][C@H:10]([NH:13][C:14](=[O:23])[O:15][CH2:16][C:17]3[CH:18]=[CH:19][CH:20]=[CH:21][CH:22]=3)[C:9]2=[O:24])[C@H:4]([CH2:25][CH2:26][CH3:27])[CH2:3]1)([CH3:31])[CH3:28], predict the reactants needed to synthesize it. The reactants are: [NH2:1][C@@H:2]1[CH2:7][CH2:6][C@H:5]([N:8]2[CH2:12][CH2:11][C@H:10]([NH:13][C:14](=[O:23])[O:15][CH2:16][C:17]3[CH:22]=[CH:21][CH:20]=[CH:19][CH:18]=3)[C:9]2=[O:24])[C@H:4]([CH2:25][CH2:26][CH3:27])[CH2:3]1.[CH3:28][C:29]([CH3:31])=O.[C:32]([BH3-])#N.[Na+].C=O. (9) Given the product [CH2:1]([N:8]1[CH2:30][CH2:29][C:11]2([NH:15][C:14](=[O:16])[N:13]([C:17]3[CH:22]=[CH:21][C:20]([O:23][C:24]([F:25])([F:27])[F:26])=[CH:19][CH:18]=3)[C:12]2=[O:34])[CH2:10][CH2:9]1)[C:2]1[CH:7]=[CH:6][CH:5]=[CH:4][CH:3]=1, predict the reactants needed to synthesize it. The reactants are: [CH2:1]([N:8]1[CH2:30][CH2:29][C:11]2([NH:15][C:14](=[O:16])[N:13]([C:17]3[CH:22]=[CH:21][C:20]([O:23][C:24]([F:27])([F:26])[F:25])=[CH:19][CH:18]=3)[C:12]2=N)[CH2:10][CH2:9]1)[C:2]1[CH:7]=[CH:6][CH:5]=[CH:4][CH:3]=1.Cl.C([OH:34])C. (10) Given the product [CH2:20]1[C:19]2([CH2:22][CH2:23][CH2:24][CH2:25][CH2:26]2)[CH2:18][CH2:17][CH:16]([O:15][C:10]2[CH:11]=[C:12]3[C:7](=[CH:8][CH:9]=2)[CH:6]=[C:5]([CH2:3][OH:2])[CH:14]=[CH:13]3)[CH2:21]1, predict the reactants needed to synthesize it. The reactants are: C[O:2][C:3]([C:5]1[CH:14]=[CH:13][C:12]2[C:7](=[CH:8][CH:9]=[C:10]([O:15][CH:16]3[CH2:21][CH2:20][C:19]4([CH2:26][CH2:25][CH2:24][CH2:23][CH2:22]4)[CH2:18][CH2:17]3)[CH:11]=2)[CH:6]=1)=O.O1CCCC1.[AlH4-].[Li+].